Dataset: Catalyst prediction with 721,799 reactions and 888 catalyst types from USPTO. Task: Predict which catalyst facilitates the given reaction. (1) Reactant: [H-].[Na+].[CH2:3]([O:10][CH2:11][CH2:12][OH:13])[C:4]1[CH:9]=[CH:8][CH:7]=[CH:6][CH:5]=1.[Cl:14][C:15]1[CH:20]=[C:19]([N+]([O-])=O)[CH:18]=[CH:17][N:16]=1. Product: [CH2:3]([O:10][CH2:11][CH2:12][O:13][C:19]1[CH:18]=[CH:17][N:16]=[C:15]([Cl:14])[CH:20]=1)[C:4]1[CH:9]=[CH:8][CH:7]=[CH:6][CH:5]=1. The catalyst class is: 1. (2) Reactant: C(N(CC)CC)C.Cl.[NH2:9][CH2:10][C:11]([O:13][CH2:14][C:15]1[CH:20]=[CH:19][CH:18]=[CH:17][CH:16]=1)=[O:12].Cl.[CH3:22][N:23]1[CH2:28][CH2:27][N:26]([C:29](Cl)=[O:30])[CH2:25][CH2:24]1. Product: [CH3:22][N:23]1[CH2:28][CH2:27][N:26]([C:29]([NH:9][CH2:10][C:11]([O:13][CH2:14][C:15]2[CH:20]=[CH:19][CH:18]=[CH:17][CH:16]=2)=[O:12])=[O:30])[CH2:25][CH2:24]1. The catalyst class is: 7. (3) Reactant: [C:1]([O:5][C:6]([NH:8][C@@H:9]([CH2:21][CH:22]=[CH2:23])[C:10]([N:12]1[CH2:16][C@H:15]([OH:17])[CH2:14][C@H:13]1[C:18](O)=[O:19])=[O:11])=[O:7])([CH3:4])([CH3:3])[CH3:2].[NH2:24][C@:25]1([C:36]([O:38][CH2:39][CH3:40])=[O:37])[CH2:27][C@H:26]1[CH2:28][C:29]([F:35])([F:34])[CH2:30][CH2:31][CH:32]=[CH2:33].CN(C(ON1N=NC2C=CC=NC1=2)=[N+](C)C)C.F[P-](F)(F)(F)(F)F.C(N(C(C)C)C(C)C)C. Product: [C:1]([O:5][C:6]([NH:8][C@@H:9]([CH2:21][CH:22]=[CH2:23])[C:10]([N:12]1[CH2:16][C@H:15]([OH:17])[CH2:14][C@H:13]1[C:18]([NH:24][C@:25]1([C:36]([O:38][CH2:39][CH3:40])=[O:37])[CH2:27][C@H:26]1[CH2:28][C:29]([F:35])([F:34])[CH2:30][CH2:31][CH:32]=[CH2:33])=[O:19])=[O:11])=[O:7])([CH3:4])([CH3:3])[CH3:2]. The catalyst class is: 4. (4) Reactant: Cl[C:2]1[C:11]2[CH2:10][CH2:9][CH:8]3[CH:12]([CH3:17])[C:13](=[O:16])[CH2:14][CH2:15][C:7]3([C:18]3[CH:23]=[CH:22][CH:21]=[CH:20][CH:19]=3)[C:6]=2[N:5]=[C:4]([C:24]2[CH:29]=[CH:28][CH:27]=[CH:26][CH:25]=2)[N:3]=1.[CH3:30][O-:31].[Na+]. Product: [CH3:30][O:31][C:2]1[C:11]2[CH2:10][CH2:9][CH:8]3[CH:12]([CH3:17])[C:13](=[O:16])[CH2:14][CH2:15][C:7]3([C:18]3[CH:23]=[CH:22][CH:21]=[CH:20][CH:19]=3)[C:6]=2[N:5]=[C:4]([C:24]2[CH:29]=[CH:28][CH:27]=[CH:26][CH:25]=2)[N:3]=1. The catalyst class is: 5. (5) Reactant: [C:1]([O:5][C:6](=[O:21])[N:7]([C@H:9]([C:16]1[O:17][CH:18]=[CH:19][CH:20]=1)[C@H:10]([CH3:15])[CH2:11][CH2:12][CH2:13][OH:14])[CH3:8])([CH3:4])([CH3:3])[CH3:2].N1C=CN=C1.[Si:27](Cl)([C:40]([CH3:43])([CH3:42])[CH3:41])([C:34]1[CH:39]=[CH:38][CH:37]=[CH:36][CH:35]=1)[C:28]1[CH:33]=[CH:32][CH:31]=[CH:30][CH:29]=1. Product: [C:1]([O:5][C:6](=[O:21])[N:7]([C@H:9]([C:16]1[O:17][CH:18]=[CH:19][CH:20]=1)[C@H:10]([CH3:15])[CH2:11][CH2:12][CH2:13][O:14][Si:27]([C:40]([CH3:43])([CH3:42])[CH3:41])([C:34]1[CH:35]=[CH:36][CH:37]=[CH:38][CH:39]=1)[C:28]1[CH:33]=[CH:32][CH:31]=[CH:30][CH:29]=1)[CH3:8])([CH3:2])([CH3:3])[CH3:4]. The catalyst class is: 2. (6) Reactant: Br[CH2:2][CH2:3][CH2:4][CH2:5][O:6][C:7]1[CH:12]=[CH:11][C:10]([C:13]2[N:17]=[C:16]([C:18]3[CH:19]=[CH:20][C:21]([O:26][CH:27]([CH3:29])[CH3:28])=[C:22]([CH:25]=3)[C:23]#[N:24])[O:15][N:14]=2)=[C:9]([Cl:30])[CH:8]=1.C(=O)([O-])[O-].[K+].[K+].Cl.[CH3:38][NH:39][CH3:40]. Product: [Cl:30][C:9]1[CH:8]=[C:7]([O:6][CH2:5][CH2:4][CH2:3][CH2:2][N:39]([CH3:40])[CH3:38])[CH:12]=[CH:11][C:10]=1[C:13]1[N:17]=[C:16]([C:18]2[CH:19]=[CH:20][C:21]([O:26][CH:27]([CH3:29])[CH3:28])=[C:22]([CH:25]=2)[C:23]#[N:24])[O:15][N:14]=1. The catalyst class is: 7.